Dataset: Catalyst prediction with 721,799 reactions and 888 catalyst types from USPTO. Task: Predict which catalyst facilitates the given reaction. (1) Reactant: CN(C(ON1N=NC2C=CC=CC1=2)=[N+](C)C)C.F[P-](F)(F)(F)(F)F.Cl.Cl.[CH3:27][C@@H:28]1[C:36]2[C:35]([N:37]3[CH2:42][CH2:41][NH:40][CH2:39][CH2:38]3)=[N:34][CH:33]=[N:32][C:31]=2[CH2:30][S:29]1.[C:43]([O:47][C:48]([N:50]1[CH2:55][CH2:54][C:53]([C:59]2[CH:64]=[CH:63][CH:62]=[C:61]([Cl:65])[CH:60]=2)([C:56](O)=[O:57])[CH2:52][CH2:51]1)=[O:49])([CH3:46])([CH3:45])[CH3:44].CCN(C(C)C)C(C)C.C([O-])(O)=O.[Na+]. Product: [Cl:65][C:61]1[CH:60]=[C:59]([C:53]2([C:56]([N:40]3[CH2:41][CH2:42][N:37]([C:35]4[C:36]5[C@@H:28]([CH3:27])[S:29][CH2:30][C:31]=5[N:32]=[CH:33][N:34]=4)[CH2:38][CH2:39]3)=[O:57])[CH2:52][CH2:51][N:50]([C:48]([O:47][C:43]([CH3:44])([CH3:45])[CH3:46])=[O:49])[CH2:55][CH2:54]2)[CH:64]=[CH:63][CH:62]=1. The catalyst class is: 2. (2) Reactant: Cl[C:2]1[CH:3]=[C:4]([C:9]2[N:13]3[C:14]4[N:22]=[C:21]([O:23][CH3:24])[CH:20]=[CH:19][C:15]=4[N:16]=[C:17]([CH3:18])[C:12]3=[C:11]([CH3:25])[N:10]=2)[CH:5]=[C:6](Cl)[CH:7]=1.[F:26][C:27]([F:38])([F:37])C1C=CC(B(O)O)=CC=1.C([O-])([O-])=O.[K+].[K+]. Product: [CH3:24][O:23][C:21]1[CH:20]=[CH:19][C:15]2[N:16]=[C:17]([CH3:18])[C:12]3[N:13]([C:9]([C:4]4[CH:5]=[CH:6][C:7]([C:27]([F:38])([F:37])[F:26])=[CH:2][CH:3]=4)=[N:10][C:11]=3[CH3:25])[C:14]=2[N:22]=1. The catalyst class is: 73. (3) Reactant: [CH2:1]([N:8]1[C:16]2[C:11](=[CH:12][C:13]([Cl:17])=[CH:14][CH:15]=2)[CH:10]=[C:9]1[CH:18]([NH2:22])[CH:19]([CH3:21])[CH3:20])[C:2]1[CH:7]=[CH:6][CH:5]=[CH:4][CH:3]=1.C(O[BH-](O[C:33](=[O:35])[CH3:34])OC(=O)C)(=O)C.[Na+].[OH-].[Na+]. Product: [NH2:8][CH2:1][CH2:2][CH2:3][N:22]([CH:18]([C:9]1[N:8]([CH2:1][C:2]2[CH:3]=[CH:4][CH:5]=[CH:6][CH:7]=2)[C:16]2[C:11]([CH:10]=1)=[CH:12][C:13]([Cl:17])=[CH:14][CH:15]=2)[CH:19]([CH3:20])[CH3:21])[C:33](=[O:35])[C:34]1[CH:19]=[CH:18][CH:9]=[CH:10][CH:11]=1. The catalyst class is: 2.